Dataset: Full USPTO retrosynthesis dataset with 1.9M reactions from patents (1976-2016). Task: Predict the reactants needed to synthesize the given product. (1) Given the product [C:39]([OH:51])(=[O:50])[CH2:40][C:41]([CH2:46][C:47]([OH:49])=[O:48])([C:43]([OH:45])=[O:44])[OH:42].[Cl:1][C:2]1[CH:7]=[CH:6][C:5]([NH:8][C:9]([NH:11][CH2:12][CH2:13][N:14]([CH2:16][CH2:17][NH:18][C:19]2[CH:24]=[C:23]([N:25]3[CH2:26][CH2:27][CH2:28][CH2:29]3)[N:22]=[C:21]([N:30]3[CH2:34][CH2:33][CH2:32][CH2:31]3)[N:20]=2)[CH3:15])=[O:10])=[CH:4][C:3]=1[C:35]([F:38])([F:36])[F:37], predict the reactants needed to synthesize it. The reactants are: [Cl:1][C:2]1[CH:7]=[CH:6][C:5]([NH:8][C:9]([NH:11][CH2:12][CH2:13][N:14]([CH2:16][CH2:17][NH:18][C:19]2[CH:24]=[C:23]([N:25]3[CH2:29][CH2:28][CH2:27][CH2:26]3)[N:22]=[C:21]([N:30]3[CH2:34][CH2:33][CH2:32][CH2:31]3)[N:20]=2)[CH3:15])=[O:10])=[CH:4][C:3]=1[C:35]([F:38])([F:37])[F:36].[C:39]([OH:51])(=[O:50])[CH2:40][C:41]([CH2:46][C:47]([OH:49])=[O:48])([C:43]([OH:45])=[O:44])[OH:42].O. (2) Given the product [Br:1][C:2]1[CH:10]=[CH:9][CH:8]=[C:7]2[C:3]=1[CH2:4][N:5]([CH2:16][C:15]1[CH:18]=[CH:19][CH:20]=[C:13]([O:12][CH3:11])[CH:14]=1)[CH2:6]2, predict the reactants needed to synthesize it. The reactants are: [Br:1][C:2]1[CH:10]=[CH:9][CH:8]=[C:7]2[C:3]=1[CH2:4][NH:5][CH2:6]2.[CH3:11][O:12][C:13]1[CH:14]=[C:15]([CH:18]=[CH:19][CH:20]=1)[CH2:16]Br.C([O-])([O-])=O.[K+].[K+]. (3) Given the product [F:1][C:2]1[CH:7]=[CH:6][C:5]([O:8][C:9](=[O:24])[N:10]([C@@H:12]2[C@@H:16]([C:17]3[CH:22]=[CH:21][C:20]([F:23])=[CH:19][CH:18]=3)[CH2:15][N:14]([C:39]([CH:36]3[CH2:35][CH2:34][N:33]([C:30]4[CH:29]=[CH:28][C:27]([C:25]#[N:26])=[CH:32][N:31]=4)[CH2:38][CH2:37]3)=[O:40])[CH2:13]2)[CH3:11])=[CH:4][CH:3]=1.[F:1][C:2]1[CH:7]=[CH:6][C:5]([O:8][C:9](=[O:24])[N:10]([C@H:12]2[C@H:16]([C:17]3[CH:22]=[CH:21][C:20]([F:23])=[CH:19][CH:18]=3)[CH2:15][N:14]([C:39]([CH:36]3[CH2:35][CH2:34][N:33]([C:30]4[CH:29]=[CH:28][C:27]([C:25]#[N:26])=[CH:32][N:31]=4)[CH2:38][CH2:37]3)=[O:41])[CH2:13]2)[CH3:11])=[CH:4][CH:3]=1, predict the reactants needed to synthesize it. The reactants are: [F:1][C:2]1[CH:7]=[CH:6][C:5]([O:8][C:9](=[O:24])[N:10]([C@@H:12]2[C@@H:16]([C:17]3[CH:22]=[CH:21][C:20]([F:23])=[CH:19][CH:18]=3)[CH2:15][NH:14][CH2:13]2)[CH3:11])=[CH:4][CH:3]=1.[C:25]([C:27]1[CH:28]=[CH:29][C:30]([N:33]2[CH2:38][CH2:37][CH:36]([C:39]([OH:41])=[O:40])[CH2:35][CH2:34]2)=[N:31][CH:32]=1)#[N:26]. (4) Given the product [C:10]([O:17][CH2:4][CH:3]([CH2:1][CH3:2])[CH2:6][CH2:7][CH2:8][CH3:9])(=[O:16])[CH2:11][CH2:12][C:13]([O:5][CH2:4][CH:3]([CH2:1][CH3:2])[CH2:6][CH2:7][CH2:8][CH3:9])=[O:15], predict the reactants needed to synthesize it. The reactants are: [CH2:1]([CH:3]([CH2:6][CH2:7][CH2:8][CH3:9])[CH2:4][OH:5])[CH3:2].[C:10]([OH:17])(=[O:16])[CH2:11][CH2:12][C:13]([OH:15])=O.